This data is from Full USPTO retrosynthesis dataset with 1.9M reactions from patents (1976-2016). The task is: Predict the reactants needed to synthesize the given product. (1) Given the product [C:26]1([CH2:25][O:32][C:33](=[O:34])[NH:17][CH2:16][CH2:15][C:14]2[C:13]3[C:8](=[CH:9][CH:10]=[CH:11][CH:12]=3)[NH:7][C:6]=2[C:2]([CH3:1])([CH3:5])[CH:3]=[CH2:4])[CH:31]=[CH:30][CH:29]=[CH:28][CH:27]=1, predict the reactants needed to synthesize it. The reactants are: [CH3:1][C:2]([C:6]1[NH:7][C:8]2[C:13]([C:14]=1[CH2:15][CH2:16][NH2:17])=[CH:12][CH:11]=[CH:10][CH:9]=2)([CH3:5])[CH:3]=[CH2:4].CCN(CC)CC.[CH2:25]([O:32][C:33](Cl)=[O:34])[C:26]1[CH:31]=[CH:30][CH:29]=[CH:28][CH:27]=1. (2) Given the product [C:1]([O:5][C:6]1[CH:7]=[C:8]([C@@H:19]([OH:22])[CH2:20][Cl:21])[C:9]2[S:13][C:12]([O:14][CH:15]([CH3:16])[CH3:17])=[N:11][C:10]=2[CH:18]=1)([CH3:2])([CH3:3])[CH3:4], predict the reactants needed to synthesize it. The reactants are: [C:1]([O:5][C:6]1[CH:7]=[C:8]([C:19](=[O:22])[CH2:20][Cl:21])[C:9]2[S:13][C:12]([O:14][CH:15]([CH3:17])[CH3:16])=[N:11][C:10]=2[CH:18]=1)([CH3:4])([CH3:3])[CH3:2].